Dataset: Forward reaction prediction with 1.9M reactions from USPTO patents (1976-2016). Task: Predict the product of the given reaction. (1) Given the reactants [C:1](=O)([O-])[O-].[K+].[K+].CI.CN(C)C=O.[Cl:14][C:15]1[CH:20]=[CH:19][C:18]([N:21]2[C:25]([CH3:26])=[C:24]([C:27]([OH:29])=[O:28])[CH:23]=[N:22]2)=[CH:17][CH:16]=1, predict the reaction product. The product is: [CH3:1][O:28][C:27]([C:24]1[CH:23]=[N:22][N:21]([C:18]2[CH:17]=[CH:16][C:15]([Cl:14])=[CH:20][CH:19]=2)[C:25]=1[CH3:26])=[O:29]. (2) Given the reactants [NH2:1][C:2]1[CH:14]=[CH:13][C:12](Br)=[CH:11][C:3]=1[C:4]([N:6]([CH2:9][CH3:10])[CH2:7][CH3:8])=[O:5].CC1(C)C(C)(C)OB([C:24]2[CH:25]=[N:26][N:27]([CH2:29][CH2:30][CH2:31][OH:32])[CH:28]=2)O1.ClCCl.C(=O)([O-])[O-].[K+].[K+].O1CCOCC1.O, predict the reaction product. The product is: [NH2:1][C:2]1[CH:14]=[CH:13][C:12]([C:24]2[CH:25]=[N:26][N:27]([CH2:29][CH2:30][CH2:31][OH:32])[CH:28]=2)=[CH:11][C:3]=1[C:4]([N:6]([CH2:9][CH3:10])[CH2:7][CH3:8])=[O:5].